From a dataset of Forward reaction prediction with 1.9M reactions from USPTO patents (1976-2016). Predict the product of the given reaction. (1) Given the reactants [Br:1][C:2]1[CH:3]=[C:4]([CH2:7][OH:8])[S:5][CH:6]=1.[Si:9](Cl)([C:12]([CH3:15])([CH3:14])[CH3:13])([CH3:11])[CH3:10].N1C=CN=C1, predict the reaction product. The product is: [Br:1][C:2]1[CH:3]=[C:4]([CH2:7][O:8][Si:9]([C:12]([CH3:15])([CH3:14])[CH3:13])([CH3:11])[CH3:10])[S:5][CH:6]=1. (2) Given the reactants [NH2:1][C:2]1[CH:7]=[CH:6][C:5]([B:8]2[O:16][C:13]([CH3:15])([CH3:14])[C:10]([CH3:12])([CH3:11])[O:9]2)=[CH:4][C:3]=1[F:17].[CH2:18]([N:20]([CH2:23]C)CC)[CH3:19].ClC(Cl)([O:28]C(=O)OC(Cl)(Cl)Cl)Cl.Cl.C(N)C.C([O-])([O-])=O.[K+].[K+].Cl, predict the reaction product. The product is: [CH2:18]([NH:20][C:23]([NH:1][C:2]1[CH:7]=[CH:6][C:5]([B:8]2[O:9][C:10]([CH3:12])([CH3:11])[C:13]([CH3:15])([CH3:14])[O:16]2)=[CH:4][C:3]=1[F:17])=[O:28])[CH3:19]. (3) Given the reactants [C:1]1([C:7]2[CH:11]=[C:10]([CH2:12][CH2:13][CH:14]=O)[O:9][N:8]=2)[CH:6]=[CH:5][CH:4]=[CH:3][CH:2]=1.[CH3:16][O:17][C:18]1[CH:23]=[CH:22][CH:21]=[CH:20][C:19]=1[N:24]1[CH2:29][CH2:28][NH:27][CH2:26][CH2:25]1.[BH-](OC(C)=O)(OC(C)=O)OC(C)=O.[Na+], predict the reaction product. The product is: [CH3:16][O:17][C:18]1[CH:23]=[CH:22][CH:21]=[CH:20][C:19]=1[N:24]1[CH2:29][CH2:28][N:27]([CH2:14][CH2:13][CH2:12][C:10]2[O:9][N:8]=[C:7]([C:1]3[CH:2]=[CH:3][CH:4]=[CH:5][CH:6]=3)[CH:11]=2)[CH2:26][CH2:25]1. (4) Given the reactants [CH3:1][C:2]1[NH:6][N:5]=[C:4]([NH:7][C:8]2[CH:13]=[CH:12][C:11]([N+:14]([O-])=O)=[CH:10][CH:9]=2)[CH:3]=1.C1(N)C(F)=C(F)C(F)=C(N)C=1F.[ClH:29].Cl, predict the reaction product. The product is: [ClH:29].[ClH:29].[CH3:1][C:2]1[NH:6][N:5]=[C:4]([NH:7][C:8]2[CH:13]=[CH:12][C:11]([NH2:14])=[CH:10][CH:9]=2)[CH:3]=1. (5) Given the reactants [Cl:1][C:2]1[C:11]2[C:6](=[CH:7][CH:8]=[CH:9][CH:10]=2)[C:5](=[O:12])[N:4]([CH2:13][C@H:14]2[CH2:18][CH2:17][CH2:16][NH:15]2)[N:3]=1.CS(O[CH2:24][CH2:25][CH2:26][CH2:27][C:28]1[CH:33]=[CH:32][C:31]([O:34][CH2:35][CH2:36][CH2:37][N:38]2[CH2:44][CH2:43][CH2:42][CH2:41][CH2:40][CH2:39]2)=[CH:30][CH:29]=1)(=O)=O.C(=O)([O-])O.[Na+].C(O)(C(F)(F)F)=O, predict the reaction product. The product is: [Cl:1][C:2]1[C:11]2[C:6](=[CH:7][CH:8]=[CH:9][CH:10]=2)[C:5](=[O:12])[N:4]([CH2:13][C@H:14]2[CH2:18][CH2:17][CH2:16][N:15]2[CH2:24][CH2:25][CH2:26][CH2:27][C:28]2[CH:33]=[CH:32][C:31]([O:34][CH2:35][CH2:36][CH2:37][N:38]3[CH2:44][CH2:43][CH2:42][CH2:41][CH2:40][CH2:39]3)=[CH:30][CH:29]=2)[N:3]=1. (6) Given the reactants [CH2:1]([N:3]1[CH2:9][CH2:8][CH2:7][NH:6][CH2:5][CH2:4]1)[CH3:2].Cl[C:11]1[N:12]=[CH:13][C:14]([C:17]([NH:19][C:20]2[NH:21][N:22]=[C:23]([CH2:25][CH2:26][C:27]3[CH:32]=[C:31]([O:33][CH3:34])[CH:30]=[C:29]([O:35][CH3:36])[CH:28]=3)[CH:24]=2)=[O:18])=[N:15][CH:16]=1, predict the reaction product. The product is: [CH3:36][O:35][C:29]1[CH:28]=[C:27]([CH2:26][CH2:25][C:23]2[CH:24]=[C:20]([NH:19][C:17]([C:14]3[CH:13]=[N:12][C:11]([N:6]4[CH2:7][CH2:8][CH2:9][N:3]([CH2:1][CH3:2])[CH2:4][CH2:5]4)=[CH:16][N:15]=3)=[O:18])[NH:21][N:22]=2)[CH:32]=[C:31]([O:33][CH3:34])[CH:30]=1.